From a dataset of Forward reaction prediction with 1.9M reactions from USPTO patents (1976-2016). Predict the product of the given reaction. (1) Given the reactants [NH2:1][C:2]1[CH:7]=[CH:6][C:5]([CH2:8][N:9]2[CH2:14][CH2:13][N:12]([C:15]([O:17][C:18]([CH3:21])([CH3:20])[CH3:19])=[O:16])[C@@H:11]([CH3:22])[CH2:10]2)=[C:4]([CH3:23])[CH:3]=1.[CH3:24][C@H]1CN(CC2C=CC(NC)=CC=2)CCN1C(OC(C)(C)C)=O, predict the reaction product. The product is: [CH3:22][C@H:11]1[CH2:10][N:9]([CH2:8][C:5]2[CH:6]=[CH:7][C:2]([NH:1][CH3:24])=[CH:3][C:4]=2[CH3:23])[CH2:14][CH2:13][N:12]1[C:15]([O:17][C:18]([CH3:19])([CH3:21])[CH3:20])=[O:16]. (2) Given the reactants C(OC([NH:8][CH2:9][C:10]1[CH:11]=[C:12]([CH2:25][C:26]([O:28]C)=[O:27])[CH:13]=[CH:14][C:15]=1[CH2:16][NH:17]C(OC(C)(C)C)=O)=O)(C)(C)C.[OH-].[Na+].Cl, predict the reaction product. The product is: [NH2:8][CH2:9][C:10]1[CH:11]=[C:12]([CH2:25][C:26]([OH:28])=[O:27])[CH:13]=[CH:14][C:15]=1[CH2:16][NH2:17]. (3) Given the reactants [CH3:1][O:2][CH2:3][CH2:4][CH2:5][N:6]1[C:14]2[C:9](=[CH:10][CH:11]=[C:12]([CH3:15])[CH:13]=2)[C:8]([CH3:17])([CH3:16])[C:7]1=[O:18].[Br:19]N1C(=O)CCC1=O.N(C(C)(C)C#N)=NC(C)(C)C#N.C(OOC(=O)C1C=CC=CC=1)(=O)C1C=CC=CC=1.C1(=O)NC(=O)CC1, predict the reaction product. The product is: [Br:19][CH2:15][C:12]1[CH:13]=[C:14]2[C:9]([C:8]([CH3:16])([CH3:17])[C:7](=[O:18])[N:6]2[CH2:5][CH2:4][CH2:3][O:2][CH3:1])=[CH:10][CH:11]=1. (4) Given the reactants [CH3:1][NH2:2].[CH2:3]([N:7]1[C:11]2[CH:12]=[C:13]([CH:16]=O)[CH:14]=[CH:15][C:10]=2[N:9]=[C:8]1[NH2:18])[CH:4]([CH3:6])[CH3:5], predict the reaction product. The product is: [CH2:3]([N:7]1[C:11]2[CH:12]=[C:13]([CH:16]=[N:2][CH3:1])[CH:14]=[CH:15][C:10]=2[N:9]=[C:8]1[NH2:18])[CH:4]([CH3:6])[CH3:5]. (5) Given the reactants [CH3:1][N:2]([CH3:9])[C:3](SC)=[CH:4][C:5]#[N:6].O.[NH2:11][NH2:12], predict the reaction product. The product is: [CH3:1][N:2]([CH3:9])[C:3]1[NH:12][N:11]=[C:5]([NH2:6])[CH:4]=1. (6) Given the reactants [CH2:1](O[Si](C)(C)C)[CH3:2].[Br:8][C:9]1[CH:22]=[C:21]2[C:12]([O:13][CH:14]3[CH:19]([C:20]42[C:26](=[O:27])[N:25]([CH3:28])[C:24](=[O:29])[NH:23]4)[CH2:18][C:17](=[O:30])[CH2:16][CH2:15]3)=[CH:11][CH:10]=1.[Si](OS(C(F)(F)F)(=O)=O)(C)(C)C.C([SiH](CC)CC)C, predict the reaction product. The product is: [Br:8][C:9]1[CH:22]=[C:21]2[C:12]([O:13][C@@H:14]3[C@@H:19]([C@@:20]42[C:26](=[O:27])[N:25]([CH3:28])[C:24](=[O:29])[NH:23]4)[CH2:18][C@@H:17]([O:30][CH2:1][CH3:2])[CH2:16][CH2:15]3)=[CH:11][CH:10]=1. (7) Given the reactants [BH4-].[Na+].C([O:5][C:6]([CH:8]1[CH2:12][N:11]2[C:13]([C:23]3[S:31][C:30]4[CH:29]=[CH:28][N:27]=[CH:26][C:25]=4[CH:24]=3)=[C:14]([C:16]3[CH:21]=[CH:20][CH:19]=[C:18]([CH3:22])[N:17]=3)[N:15]=[C:10]2[N:9]1C(=O)C)=O)C, predict the reaction product. The product is: [CH3:22][C:18]1[N:17]=[C:16]([C:14]2[N:15]=[C:10]3[NH:9][CH:8]([CH2:6][OH:5])[CH2:12][N:11]3[C:13]=2[C:23]2[S:31][C:30]3[CH:29]=[CH:28][N:27]=[CH:26][C:25]=3[CH:24]=2)[CH:21]=[CH:20][CH:19]=1. (8) Given the reactants [OH:1][CH:2]1[CH2:5][N:4]([C:6]([N:8]2[CH2:13][CH:12]([C:14]3[CH:19]=[CH:18][C:17]([C:20]([F:23])([F:22])[F:21])=[CH:16][CH:15]=3)[CH2:11][CH:10]([C:24]([OH:26])=O)[CH2:9]2)=[O:7])[CH2:3]1.[F:27][C:28]1[CH:33]=[CH:32][C:31]([C:34](=[NH:37])[NH:35]O)=[CH:30][CH:29]=1, predict the reaction product. The product is: [F:27][C:28]1[CH:33]=[CH:32][C:31]([C:34]2[N:37]=[C:24]([CH:10]3[CH2:11][CH:12]([C:14]4[CH:19]=[CH:18][C:17]([C:20]([F:22])([F:23])[F:21])=[CH:16][CH:15]=4)[CH2:13][N:8]([C:6]([N:4]4[CH2:5][CH:2]([OH:1])[CH2:3]4)=[O:7])[CH2:9]3)[O:26][N:35]=2)=[CH:30][CH:29]=1. (9) Given the reactants [Cl:1][C:2]1[CH:3]=[C:4]([S:9][C:10]2[C:11]([C:23](O)=[O:24])=[N:12][C:13]([S:16][C:17]3[N:21]([CH3:22])[CH:20]=[N:19][N:18]=3)=[CH:14][CH:15]=2)[CH:5]=[CH:6][C:7]=1[Cl:8].[NH2:26][C:27]1[S:28][C:29]([S:32][CH2:33][C:34]([O:36][CH2:37][CH3:38])=[O:35])=[CH:30][N:31]=1, predict the reaction product. The product is: [Cl:1][C:2]1[CH:3]=[C:4]([S:9][C:10]2[C:11]([C:23]([NH:26][C:27]3[S:28][C:29]([S:32][CH2:33][C:34]([O:36][CH2:37][CH3:38])=[O:35])=[CH:30][N:31]=3)=[O:24])=[N:12][C:13]([S:16][C:17]3[N:21]([CH3:22])[CH:20]=[N:19][N:18]=3)=[CH:14][CH:15]=2)[CH:5]=[CH:6][C:7]=1[Cl:8]. (10) Given the reactants [CH3:1][N:2]1[CH:6]([C:7]([O:9]C(C)(C)C)=[O:8])[CH2:5][N:4]([C:14]2[CH:19]=[CH:18][CH:17]=[CH:16][N:15]=2)[C:3]1=[O:20].[C:21]([OH:27])([C:23]([F:26])([F:25])[F:24])=[O:22].C(Cl)Cl, predict the reaction product. The product is: [OH:27][C:21]([C:23]([F:26])([F:25])[F:24])=[O:22].[CH3:1][N:2]1[CH:6]([C:7]([OH:9])=[O:8])[CH2:5][N:4]([C:14]2[CH:19]=[CH:18][CH:17]=[CH:16][N:15]=2)[C:3]1=[O:20].